This data is from Peptide-MHC class I binding affinity with 185,985 pairs from IEDB/IMGT. The task is: Regression. Given a peptide amino acid sequence and an MHC pseudo amino acid sequence, predict their binding affinity value. This is MHC class I binding data. (1) The peptide sequence is SSYRMGINK. The MHC is HLA-B15:17 with pseudo-sequence HLA-B15:17. The binding affinity (normalized) is 0.0847. (2) The peptide sequence is AAGIIILMEY. The MHC is HLA-A11:01 with pseudo-sequence HLA-A11:01. The binding affinity (normalized) is 0.335. (3) The peptide sequence is AVMFFPFWF. The MHC is HLA-A01:01 with pseudo-sequence HLA-A01:01. The binding affinity (normalized) is 0.0847. (4) The peptide sequence is RQLANLSKI. The MHC is H-2-Kb with pseudo-sequence H-2-Kb. The binding affinity (normalized) is 0.133. (5) The peptide sequence is KFRPGSLIYY. The MHC is HLA-A31:01 with pseudo-sequence HLA-A31:01. The binding affinity (normalized) is 0.506. (6) The peptide sequence is MWHVTRGAF. The MHC is HLA-B83:01 with pseudo-sequence HLA-B83:01. The binding affinity (normalized) is 0.213. (7) The peptide sequence is MVAKYDLLV. The MHC is HLA-A25:01 with pseudo-sequence HLA-A25:01. The binding affinity (normalized) is 0.0847. (8) The peptide sequence is VPSAEDNYL. The MHC is HLA-B53:01 with pseudo-sequence HLA-B53:01. The binding affinity (normalized) is 0.618. (9) The peptide sequence is SFYGYGFNV. The MHC is HLA-A02:01 with pseudo-sequence HLA-A02:01. The binding affinity (normalized) is 0.443. (10) The peptide sequence is TSSARSSEW. The MHC is HLA-A02:19 with pseudo-sequence HLA-A02:19. The binding affinity (normalized) is 0.0847.